This data is from Forward reaction prediction with 1.9M reactions from USPTO patents (1976-2016). The task is: Predict the product of the given reaction. Given the reactants [C:1]([CH:3]1[CH2:8][CH2:7][CH:6]([N:9]([CH3:36])[C:10](=[O:35])[CH2:11][CH2:12][C@H:13]([N:17]2[CH2:22][C:21]3[CH:23]=[C:24]([O:27][C:28]4[CH:33]=[CH:32][CH:31]=[CH:30][CH:29]=4)[N:25]=[CH:26][C:20]=3[N:19]=[C:18]2[NH2:34])[CH:14]([CH3:16])[CH3:15])[CH2:5][CH2:4]1)#[N:2].C[Si]([N:41]=[N+:42]=[N-:43])(C)C.C([Sn](=O)CCCC)CCC, predict the reaction product. The product is: [CH3:36][N:9]([CH:6]1[CH2:7][CH2:8][CH:3]([C:1]2[NH:43][N:42]=[N:41][N:2]=2)[CH2:4][CH2:5]1)[C:10](=[O:35])[CH2:11][CH2:12][C@H:13]([N:17]1[CH2:22][C:21]2[CH:23]=[C:24]([O:27][C:28]3[CH:33]=[CH:32][CH:31]=[CH:30][CH:29]=3)[N:25]=[CH:26][C:20]=2[N:19]=[C:18]1[NH2:34])[CH:14]([CH3:16])[CH3:15].